Dataset: Forward reaction prediction with 1.9M reactions from USPTO patents (1976-2016). Task: Predict the product of the given reaction. (1) Given the reactants [CH3:1][N:2]([CH3:12])[C:3]1[CH:8]=[CH:7][CH:6]=[C:5]([N+:9]([O-])=O)[CH:4]=1.[Sn](Cl)Cl, predict the reaction product. The product is: [CH3:1][N:2]([CH3:12])[C:3]1[CH:8]=[CH:7][CH:6]=[C:5]([NH2:9])[CH:4]=1. (2) Given the reactants [I:1][C:2]1[CH:3]=[C:4]([NH:8][C:9]([NH2:11])=[O:10])[CH:5]=[CH:6][CH:7]=1.[H-].[Na+].Cl[CH2:15][C:16](OCC)=[O:17], predict the reaction product. The product is: [I:1][C:2]1[CH:3]=[C:4]([N:8]2[CH2:15][C:16](=[O:17])[NH:11][C:9]2=[O:10])[CH:5]=[CH:6][CH:7]=1. (3) Given the reactants Br[C:2]1[CH:3]=[CH:4][C:5]([O:8][CH3:9])=[N:6][CH:7]=1.C([Li])CCC.CCCCCC.[CH:21]1([CH:24]=[O:25])[CH2:23][CH2:22]1, predict the reaction product. The product is: [CH:21]1([CH:24]([C:2]2[CH:7]=[N:6][C:5]([O:8][CH3:9])=[CH:4][CH:3]=2)[OH:25])[CH2:23][CH2:22]1. (4) The product is: [Cl:24][C:21]1[CH:22]=[CH:23][C:18]([C:14]2[O:15][C:16]3[CH:17]=[C:10]4[C:9](=[O:27])[N:8]([CH2:7][CH2:6][CH2:5][C:4]([OH:30])=[O:3])[C:25](=[S:26])[N:11]4[C:12]=3[CH:13]=2)=[CH:19][CH:20]=1. Given the reactants C([O:3][C:4](=[O:30])[CH:5](CC)[CH2:6][CH2:7][N:8]1[C:25](=[S:26])[N:11]2[C:12]3[CH:13]=[C:14]([C:18]4[CH:23]=[CH:22][C:21]([Cl:24])=[CH:20][CH:19]=4)[O:15][C:16]=3[CH:17]=[C:10]2[C:9]1=[O:27])C.O, predict the reaction product. (5) Given the reactants [CH3:1][N:2]1[C:7]2[C:8](=O)[NH:9][N:10]=[CH:11][C:6]=2[CH:5]=[C:4]([C:13]([O:15][CH2:16][CH3:17])=[O:14])[C:3]1=[O:18].P(Cl)(Cl)([Cl:21])=O, predict the reaction product. The product is: [Cl:21][C:8]1[C:7]2[N:2]([CH3:1])[C:3](=[O:18])[C:4]([C:13]([O:15][CH2:16][CH3:17])=[O:14])=[CH:5][C:6]=2[CH:11]=[N:10][N:9]=1. (6) Given the reactants Br[C:2]1[CH:3]=[C:4]([CH3:10])[C:5]([C:8]#[N:9])=[N:6][CH:7]=1.[CH3:11][O-:12].[Na+], predict the reaction product. The product is: [CH3:11][O:12][C:2]1[CH:3]=[C:4]([CH3:10])[C:5]([C:8]#[N:9])=[N:6][CH:7]=1. (7) Given the reactants [C:1]1(=[O:7])[O:6][C:4](=[O:5])[CH2:3][CH2:2]1.F[C:9]1[CH:10]=[C:11]([Mg]Br)[CH:12]=[CH:13][CH:14]=1.[ClH:17].C1[CH2:22][O:21]CC1, predict the reaction product. The product is: [Cl:17][C:9]1[CH:10]=[CH:11][C:12]([O:21][CH3:22])=[C:13]([C:4](=[O:5])[CH2:3][CH2:2][C:1]([OH:6])=[O:7])[CH:14]=1. (8) Given the reactants C(OC(N[C@H](C(O)=O)C(C)(C)C)=O)(C)(C)C.C(OC(NC(C(C)(C)C)C(O)=O)=O)(C)(C)C.[CH:33]1([CH2:39][NH2:40])[CH2:38][CH2:37][CH2:36][CH2:35][CH2:34]1.C(OC(=O)NC(C(=O)NC1C2C(=CC=CC=2)CC1O)C(C)(C)C)(C)(C)C.ClNC(=O)[O-].C([O:74][C:75]([C:77]1([NH:82][C:83]([CH:85]2[CH2:89][CH:88]([O:90][C:91]3[C:100]4[C:95](=[CH:96][C:97]([O:101][CH3:102])=[CH:98][CH:99]=4)[N:94]=[C:93]([C:103]4[CH:108]=[CH:107][CH:106]=[CH:105][CH:104]=4)[CH:92]=3)[CH2:87][N:86]2[C:109](=[O:129])[NH:110][CH:111]([C:116](=[O:128])NC2C3C(=CC=CC=3)CC2O)[C:112]([CH3:115])([CH3:114])[CH3:113])=[O:84])[CH2:79][CH:78]1[CH:80]=[CH2:81])=[O:76])C, predict the reaction product. The product is: [CH:33]1([CH2:39][NH:40][C:116]([C@@H:111]([NH:110][C:109]([N:86]2[CH2:87][C@H:88]([O:90][C:91]3[C:100]4[C:95](=[CH:96][C:97]([O:101][CH3:102])=[CH:98][CH:99]=4)[N:94]=[C:93]([C:103]4[CH:108]=[CH:107][CH:106]=[CH:105][CH:104]=4)[CH:92]=3)[CH2:89][C@H:85]2[C:83]([NH:82][C@:77]2([C:75]([OH:76])=[O:74])[CH2:79][C@H:78]2[CH:80]=[CH2:81])=[O:84])=[O:129])[C:112]([CH3:115])([CH3:114])[CH3:113])=[O:128])[CH2:38][CH2:37][CH2:36][CH2:35][CH2:34]1.